From a dataset of Reaction yield outcomes from USPTO patents with 853,638 reactions. Predict the reaction yield, written as a fraction of the theoretical maximum amount of product (1.0 means a 100% yield; for example, 0.34 means a 34% yield). (1) No catalyst specified. The yield is 0.0300. The product is [Cl:1][C:2]1[CH:3]=[C:4]([C:17]2[N:22]=[CH:21][N:20]([C@@H:25]3[C:41]4[CH:42]=[C:37]([CH:38]=[CH:39][N:40]=4)[C:36]4[N:35]([CH:43]([F:44])[F:45])[N:34]=[CH:33][C:32]=4[NH:31][C:30](=[O:46])[C@H:29]([CH3:47])[CH2:28][CH2:27][CH2:26]3)[C:19](=[O:23])[CH:18]=2)[C:5]([N:8]2[CH:12]=[C:11]([C:13]([F:14])([F:16])[F:15])[N:10]=[N:9]2)=[N:6][CH:7]=1. The reactants are [Cl:1][C:2]1[CH:3]=[C:4]([C:17]2[N:22]=[CH:21][N:20]=[C:19]([OH:23])[CH:18]=2)[C:5]([N:8]2[CH:12]=[C:11]([C:13]([F:16])([F:15])[F:14])[N:10]=[N:9]2)=[N:6][CH:7]=1.N[C@@H:25]1[C:41]2[CH:42]=[C:37]([CH:38]=[CH:39][N:40]=2)[C:36]2[N:35]([CH:43]([F:45])[F:44])[N:34]=[CH:33][C:32]=2[NH:31][C:30](=[O:46])[C@H:29]([CH3:47])[CH2:28][CH2:27][CH2:26]1.CN(C(ON1N=NC2C=CC=NC1=2)=[N+](C)C)C.F[P-](F)(F)(F)(F)F.C1CCN2C(=NCCC2)CC1. (2) The reactants are [CH3:1][C:2]1[CH:7]=[CH:6][C:5]([NH:8][C:9](=[O:23])[C:10]2[CH:15]=[CH:14][C:13]([CH2:16][N:17]3[CH2:22][CH2:21][NH:20][CH2:19][CH2:18]3)=[CH:12][CH:11]=2)=[CH:4][C:3]=1[NH:24][C:25]1[N:30]=[C:29]([C:31]2[CH:32]=[N:33][CH:34]=[CH:35][CH:36]=2)[CH:28]=[CH:27][N:26]=1.Br[CH2:38][CH2:39][P:40](=[O:47])([O:44][CH2:45][CH3:46])[O:41][CH2:42][CH3:43].C([O-])([O-])=O.[K+].[K+]. The catalyst is CN(C=O)C. The product is [CH2:42]([O:41][P:40]([CH2:39][CH2:38][N:20]1[CH2:19][CH2:18][N:17]([CH2:16][C:13]2[CH:12]=[CH:11][C:10]([C:9](=[O:23])[NH:8][C:5]3[CH:6]=[CH:7][C:2]([CH3:1])=[C:3]([NH:24][C:25]4[N:30]=[C:29]([C:31]5[CH:32]=[N:33][CH:34]=[CH:35][CH:36]=5)[CH:28]=[CH:27][N:26]=4)[CH:4]=3)=[CH:15][CH:14]=2)[CH2:22][CH2:21]1)(=[O:47])[O:44][CH2:45][CH3:46])[CH3:43]. The yield is 0.550. (3) The reactants are [Br:1][C:2]1[CH:3]=[CH:4][CH:5]=[C:6]2[C:10]=1[NH:9][C:8](=[O:11])[C:7]2([C:14]1[C:22](O)=[CH:21][C:17]2[O:18][CH2:19][O:20][C:16]=2[CH:15]=1)[CH2:12][OH:13].C(P(CCCC)CCCC)CCC.N(C(OC(C)(C)C)=O)=NC(OC(C)(C)C)=O. The catalyst is O1CCCC1. The product is [Br:1][C:2]1[CH:3]=[CH:4][CH:5]=[C:6]2[C:10]=1[NH:9][C:8](=[O:11])[C:7]12[C:14]2=[CH:15][C:16]3[O:20][CH2:19][O:18][C:17]=3[CH:21]=[C:22]2[O:13][CH2:12]1. The yield is 0.530. (4) The reactants are [OH-:1].[Na+:2].CC([OH:6])C.[CH:7]1[N:11]=[CH:10][N:9]([CH2:12][C:13]([P:19]([OH:22])([OH:21])=[O:20])([P:15]([OH:18])([OH:17])=[O:16])[OH:14])[CH:8]=1. The catalyst is O. The product is [CH:7]1[N:11]=[CH:10][N:9]([CH2:12][C:13]([P:15]([O-:18])([OH:17])=[O:16])([P:19]([O-:21])([OH:22])=[O:20])[OH:14])[CH:8]=1.[OH2:6].[OH2:1].[OH2:6].[OH2:6].[Na+:2].[Na+:2]. The yield is 0.780. (5) The reactants are [C:1]([CH2:9][C:10]([O:12][CH2:13][CH3:14])=[O:11])(=[O:8])[C:2]1[CH:7]=[CH:6][CH:5]=[CH:4][CH:3]=1.[CH:15]([O-])([O-])[O:16][CH2:17][CH3:18].C(OC(=O)C)(=O)C. The catalyst is O. The product is [C:1]([C:9](=[CH:15][O:16][CH2:17][CH3:18])[C:10]([O:12][CH2:13][CH3:14])=[O:11])(=[O:8])[C:2]1[CH:7]=[CH:6][CH:5]=[CH:4][CH:3]=1. The yield is 0.940.